This data is from Peptide-MHC class II binding affinity with 134,281 pairs from IEDB. The task is: Regression. Given a peptide amino acid sequence and an MHC pseudo amino acid sequence, predict their binding affinity value. This is MHC class II binding data. (1) The peptide sequence is GNQEGSLKTALTGAM. The MHC is HLA-DQA10501-DQB10302 with pseudo-sequence HLA-DQA10501-DQB10302. The binding affinity (normalized) is 0.336. (2) The peptide sequence is ILTVSVAVSEGKPTE. The MHC is DRB1_0401 with pseudo-sequence DRB1_0401. The binding affinity (normalized) is 0.449. (3) The peptide sequence is AKSSPAYPSVLGQTI. The MHC is DRB3_0101 with pseudo-sequence DRB3_0101. The binding affinity (normalized) is 0.200. (4) The peptide sequence is VHRGAVPRRGPRGGP. The MHC is DRB1_1201 with pseudo-sequence DRB1_1201. The binding affinity (normalized) is 0.